This data is from TCR-epitope binding with 47,182 pairs between 192 epitopes and 23,139 TCRs. The task is: Binary Classification. Given a T-cell receptor sequence (or CDR3 region) and an epitope sequence, predict whether binding occurs between them. (1) The epitope is ILKEPVHGV. The TCR CDR3 sequence is CASSSTGSPLETQYF. Result: 0 (the TCR does not bind to the epitope). (2) The epitope is LLQTGIHVRVSQPSL. The TCR CDR3 sequence is CASSLVGQVNTEAFF. Result: 1 (the TCR binds to the epitope). (3) The epitope is NLVPMVATV. The TCR CDR3 sequence is CSAADRAYNEQFF. Result: 1 (the TCR binds to the epitope). (4) The epitope is RPRGEVRFL. The TCR CDR3 sequence is CASSLASWGNEKLFF. Result: 1 (the TCR binds to the epitope).